The task is: Predict the reactants needed to synthesize the given product.. This data is from Full USPTO retrosynthesis dataset with 1.9M reactions from patents (1976-2016). (1) Given the product [Cl:1][C:2]1[CH:29]=[C:28]([N:6]2[CH2:14][CH2:13][O:35][CH2:3][CH2:4]2)[CH:27]=[C:26]([CH3:31])[C:3]=1[C:4]([N:6]1[C:14]2[C:9](=[N:10][CH:11]=[CH:12][CH:13]=2)[C:8]([C:15]2[CH:24]=[CH:23][C:18]([C:19]([OH:20])=[O:33])=[CH:17][C:16]=2[F:25])=[N:7]1)=[O:5], predict the reactants needed to synthesize it. The reactants are: [Cl:1][C:2]1[CH:29]=[C:28](O)[CH:27]=[C:26]([CH3:31])[C:3]=1[C:4]([N:6]1[C:14]2[C:9](=[N:10][CH:11]=[CH:12][CH:13]=2)[C:8]([C:15]2[CH:24]=[CH:23][C:18]([C:19](OC)=[O:20])=[CH:17][C:16]=2[F:25])=[N:7]1)=[O:5].[Li+].[OH-:33].Cl.[OH2:35]. (2) Given the product [CH3:1][C:2]([CH3:19])([CH2:16][CH2:17][O:18][S:28]([CH3:27])(=[O:30])=[O:29])[CH2:3][CH2:4][C:5]12[CH:14]=[CH:13][CH:12]=[CH:11][CH:10]1[C:9](=[O:15])[NH:8][C:6]2=[O:7], predict the reactants needed to synthesize it. The reactants are: [CH3:1][C:2]([CH3:19])([CH2:16][CH2:17][OH:18])[CH2:3][CH2:4][C:5]12[CH:14]=[CH:13][CH:12]=[CH:11][CH:10]1[C:9](=[O:15])[NH:8][C:6]2=[O:7].C(N(CC)CC)C.[CH3:27][S:28](Cl)(=[O:30])=[O:29].C(=O)([O-])O.[Na+].